Task: Binary Classification. Given a T-cell receptor sequence (or CDR3 region) and an epitope sequence, predict whether binding occurs between them.. Dataset: TCR-epitope binding with 47,182 pairs between 192 epitopes and 23,139 TCRs (1) The epitope is KLNVGDYFV. The TCR CDR3 sequence is CASSYLPQGYNEQFF. Result: 1 (the TCR binds to the epitope). (2) The epitope is LLQTGIHVRVSQPSL. The TCR CDR3 sequence is CASQNRGKIYGYTF. Result: 1 (the TCR binds to the epitope). (3) The epitope is GPGHKARVL. The TCR CDR3 sequence is CASSFGSGEQYF. Result: 0 (the TCR does not bind to the epitope). (4) The TCR CDR3 sequence is CASSQLAGEETQYF. The epitope is TSNQVAVLY. Result: 1 (the TCR binds to the epitope). (5) The epitope is IIKDYGKQM. The TCR CDR3 sequence is CASSPRTGYGYTF. Result: 0 (the TCR does not bind to the epitope). (6) The epitope is EPLPQGQLTAY. The TCR CDR3 sequence is CASRPPGGVNEQFF. Result: 1 (the TCR binds to the epitope). (7) The epitope is HPVGEADYFEY. The TCR CDR3 sequence is CASSLLTGQGSGTQYF. Result: 0 (the TCR does not bind to the epitope). (8) The epitope is ILGLPTQTV. The TCR CDR3 sequence is CASSQETSGGTDTQYF. Result: 1 (the TCR binds to the epitope). (9) The epitope is LLALHRSYL. The TCR CDR3 sequence is CASSDGTSGAGRFF. Result: 0 (the TCR does not bind to the epitope).